Dataset: Full USPTO retrosynthesis dataset with 1.9M reactions from patents (1976-2016). Task: Predict the reactants needed to synthesize the given product. (1) The reactants are: [CH2:1]([O:8][C:9]1[CH:14]=[CH:13][N:12]=[C:11](Cl)[CH:10]=1)[C:2]1[CH:7]=[CH:6][CH:5]=[CH:4][CH:3]=1.C1(P(C2CCCCC2)C2C=CC=CC=2C2C(CCC)=CC(CCC)=CC=2CCC)CCCCC1.[Li+].C[Si]([N-:55][Si](C)(C)C)(C)C. Given the product [CH2:1]([O:8][C:9]1[CH:14]=[CH:13][N:12]=[C:11]([NH2:55])[CH:10]=1)[C:2]1[CH:7]=[CH:6][CH:5]=[CH:4][CH:3]=1, predict the reactants needed to synthesize it. (2) Given the product [NH2:15][C:11]1[CH:10]=[C:9]2[C:14](=[CH:13][CH:12]=1)[N:5]([CH2:4][CH2:3][N:2]([CH3:1])[CH3:19])[C:6](=[O:18])[CH2:7][CH2:8]2, predict the reactants needed to synthesize it. The reactants are: [CH3:1][N:2]([CH3:19])[CH2:3][CH2:4][N:5]1[C:14]2[C:9](=[CH:10][C:11]([N+:15]([O-])=O)=[CH:12][CH:13]=2)[CH2:8][CH2:7][C:6]1=[O:18].O.NN.